Dataset: Full USPTO retrosynthesis dataset with 1.9M reactions from patents (1976-2016). Task: Predict the reactants needed to synthesize the given product. (1) Given the product [C:3]([OH:2])(=[O:31])[CH3:4].[CH:23]([C:25]1[CH:26]=[C:27]([CH:28]([CH3:30])[CH3:29])[N:18]2[N:17]=[C:16]([NH:15][C:5]3[CH:6]=[CH:7][C:8]([N:9]4[CH:13]=[C:12]([CH3:14])[N:11]=[CH:10]4)=[C:3]([O:2][CH3:1])[CH:4]=3)[N:20]=[C:19]2[N:21]=1)([CH3:24])[CH3:22], predict the reactants needed to synthesize it. The reactants are: [CH3:1][O:2][C:3]1[CH:4]=[C:5]([NH:15][C:16]2[N:20]=[C:19]([NH2:21])[NH:18][N:17]=2)[CH:6]=[CH:7][C:8]=1[N:9]1[CH:13]=[C:12]([CH3:14])[N:11]=[CH:10]1.[CH3:22][CH:23]([C:25](=O)[CH2:26][C:27](=[O:31])[CH:28]([CH3:30])[CH3:29])[CH3:24]. (2) Given the product [CH3:1][O:2][C:3]1[CH:8]=[C:7]([CH:6]=[CH:5][C:4]=1[S:10](=[O:12])(=[O:11])[NH2:13])[C:14]([OH:17])=[O:15], predict the reactants needed to synthesize it. The reactants are: [CH3:1][O:2][C:3]1[CH:8]=[C:7](C)[CH:6]=[CH:5][C:4]=1[S:10]([NH2:13])(=[O:12])=[O:11].[C:14]([O-:17])(O)=[O:15].[Na+].[O-][Mn](=O)(=O)=O.[K+]. (3) Given the product [F:39][C:38]([F:41])([F:40])[S:35]([O:20][C:13]1[CH:14]=[CH:15][CH:16]=[C:17]2[C:12]=1[N:11]=[C:10]([C:3]1[N:4]3[CH:9]=[CH:8][CH:7]=[CH:6][C:5]3=[N:1][N:2]=1)[CH:19]=[CH:18]2)(=[O:37])=[O:36], predict the reactants needed to synthesize it. The reactants are: [N:1]1[N:2]=[C:3]([C:10]2[CH:19]=[CH:18][C:17]3[C:12](=[C:13]([OH:20])[CH:14]=[CH:15][CH:16]=3)[N:11]=2)[N:4]2[CH:9]=[CH:8][CH:7]=[CH:6][C:5]=12.C(N(CC)CC)C.C1(N([S:35]([C:38]([F:41])([F:40])[F:39])(=[O:37])=[O:36])[S:35]([C:38]([F:41])([F:40])[F:39])(=[O:37])=[O:36])C=CC=CC=1.O. (4) Given the product [NH2:36][CH2:10][CH:9]([OH:12])[CH2:8][O:7][C:6]1[CH:13]=[C:2]([Cl:1])[C:3]([C:15]2[S:16][C:17]([C:20]3[N:21]=[C:22]4[C:27]([Cl:28])=[CH:26][C:25]([C:29]([F:31])([F:30])[F:32])=[CH:24][N:23]4[CH:33]=3)=[N:18][N:19]=2)=[CH:4][C:5]=1[F:14], predict the reactants needed to synthesize it. The reactants are: [Cl:1][C:2]1[C:3]([C:15]2[S:16][C:17]([C:20]3[N:21]=[C:22]4[C:27]([Cl:28])=[CH:26][C:25]([C:29]([F:32])([F:31])[F:30])=[CH:24][N:23]4[CH:33]=3)=[N:18][N:19]=2)=[CH:4][C:5]([F:14])=[C:6]([CH:13]=1)[O:7][CH2:8][CH:9]([OH:12])[CH2:10]O.CC[N:36](C(C)C)C(C)C.CS(Cl)(=O)=O. (5) Given the product [C:1]([C:5]1[CH:12]=[CH:11][C:8]([C:9]([OH:21])=[O:16])=[C:7]([O:13][CH2:14][CH3:15])[N:6]=1)([CH3:4])([CH3:3])[CH3:2], predict the reactants needed to synthesize it. The reactants are: [C:1]([C:5]1[CH:12]=[CH:11][C:8]([C:9]#N)=[C:7]([O:13][CH2:14][CH3:15])[N:6]=1)([CH3:4])([CH3:3])[CH3:2].[OH-:16].[K+].C(O)C.[OH2:21]. (6) Given the product [C:12]([O:16][C:17]([N:19]1[CH2:24][CH2:23][N:22]([C:2]2[CH:3]=[N:4][C:5]3[C:10]([CH:11]=2)=[CH:9][CH:8]=[CH:7][CH:6]=3)[CH2:21][CH2:20]1)=[O:18])([CH3:15])([CH3:13])[CH3:14], predict the reactants needed to synthesize it. The reactants are: Br[C:2]1[CH:3]=[N:4][C:5]2[C:10]([CH:11]=1)=[CH:9][CH:8]=[CH:7][CH:6]=2.[C:12]([O:16][C:17]([N:19]1[CH2:24][CH2:23][NH:22][CH2:21][CH2:20]1)=[O:18])([CH3:15])([CH3:14])[CH3:13]. (7) Given the product [C:10]1([P:9]([C:16]2[CH:21]=[CH:20][CH:19]=[CH:18][CH:17]=2)[C:6]2[CH:5]=[CH:4][C:3]([CH2:2][NH:1][C:30]([C@@H:29]([C@H:27]([C@@H:25]([C@@H:23]([CH2:22][OH:33])[OH:24])[OH:26])[OH:28])[OH:32])=[O:31])=[CH:8][CH:7]=2)[CH:15]=[CH:14][CH:13]=[CH:12][CH:11]=1, predict the reactants needed to synthesize it. The reactants are: [NH2:1][CH2:2][C:3]1[CH:8]=[CH:7][C:6]([P:9]([C:16]2[CH:21]=[CH:20][CH:19]=[CH:18][CH:17]=2)[C:10]2[CH:15]=[CH:14][CH:13]=[CH:12][CH:11]=2)=[CH:5][CH:4]=1.[C:22]1(=[O:33])[O:32][C@H:29]([CH2:30][OH:31])[C@@H:27]([OH:28])[C@H:25]([OH:26])[C@H:23]1[OH:24]. (8) Given the product [CH:5]1([CH2:9][N:10]2[C:14]3[CH:15]=[CH:16][C:17]([OH:2])=[CH:18][C:13]=3[N:12]=[N:11]2)[CH2:8][CH2:7][CH2:6]1, predict the reactants needed to synthesize it. The reactants are: N([O-])=[O:2].[Na+].[CH:5]1([CH2:9][N:10]2[C:14]3[CH:15]=[CH:16][C:17](N)=[CH:18][C:13]=3[N:12]=[N:11]2)[CH2:8][CH2:7][CH2:6]1. (9) Given the product [CH3:29][O:28][CH2:27][CH2:26][C:2]([CH2:22][CH2:23][O:24][CH3:25])([NH:1][CH2:34][CH2:33][CH2:32][C:31]#[CH:30])[CH2:3][NH:4][C:5](=[O:21])[O:6][CH2:7][CH:8]1[C:20]2[CH:19]=[CH:18][CH:17]=[CH:16][C:15]=2[C:14]2[C:9]1=[CH:10][CH:11]=[CH:12][CH:13]=2, predict the reactants needed to synthesize it. The reactants are: [NH2:1][C:2]([CH2:26][CH2:27][O:28][CH3:29])([CH2:22][CH2:23][O:24][CH3:25])[CH2:3][NH:4][C:5](=[O:21])[O:6][CH2:7][CH:8]1[C:20]2[CH:19]=[CH:18][CH:17]=[CH:16][C:15]=2[C:14]2[C:9]1=[CH:10][CH:11]=[CH:12][CH:13]=2.[CH:30](=O)[CH2:31][CH2:32][C:33]#[CH:34].C(O[BH-](OC(=O)C)OC(=O)C)(=O)C.[Na+].C(=O)([O-])O.[Na+]. (10) Given the product [CH3:2][O:20][C:19](=[O:21])[CH2:18][C@H:17]([C:10]1[C:11]2[C:16](=[CH:15][CH:14]=[CH:13][CH:12]=2)[NH:8][CH:9]=1)[CH3:22], predict the reactants needed to synthesize it. The reactants are: [Si](C=[N+]=[N-])(C)(C)[CH3:2].[NH:8]1[C:16]2[C:11](=[CH:12][CH:13]=[CH:14][CH:15]=2)[C:10]([CH:17]([CH3:22])[CH2:18][C:19]([OH:21])=[O:20])=[CH:9]1.